This data is from Reaction yield outcomes from USPTO patents with 853,638 reactions. The task is: Predict the reaction yield, written as a fraction of the theoretical maximum amount of product (1.0 means a 100% yield; for example, 0.34 means a 34% yield). (1) The reactants are Cl.[CH2:2]([O:4][C:5](=[O:16])[C:6]1[CH:11]=[CH:10][C:9]([O:12][CH2:13][CH2:14][NH2:15])=[CH:8][CH:7]=1)[CH3:3].[CH3:17][C:18]1[C:22]2[CH:23]=[CH:24][CH:25]=[CH:26][C:21]=2[O:20][C:19]=1[C:27](O)=[O:28].P(Cl)(Cl)(Cl)=O. The catalyst is Cl. The product is [CH2:2]([O:4][C:5](=[O:16])[C:6]1[CH:11]=[CH:10][C:9]([O:12][CH2:13][CH2:14][NH:15][C:27]([C:19]2[O:20][C:21]3[CH:26]=[CH:25][CH:24]=[CH:23][C:22]=3[C:18]=2[CH3:17])=[O:28])=[CH:8][CH:7]=1)[CH3:3]. The yield is 0.966. (2) The reactants are [NH:1]1[C:5]2[CH:6]=[CH:7][C:8]([C:10]([OH:12])=O)=[CH:9][C:4]=2[N:3]=[CH:2]1.[CH3:13][O:14][C:15]1[CH:35]=[CH:34][C:18]([CH2:19][C:20]2[C:25]3[C@@H:26]4[C@H:31]([CH2:32][CH2:33][C:24]=3[CH:23]=[CH:22][CH:21]=2)[NH:30][CH2:29][CH2:28][CH2:27]4)=[CH:17][CH:16]=1. No catalyst specified. The product is [NH:1]1[C:5]2[CH:6]=[CH:7][C:8]([C:10]([N:30]3[C@@H:31]4[C@@H:26]([C:25]5[C:20]([CH2:19][C:18]6[CH:34]=[CH:35][C:15]([O:14][CH3:13])=[CH:16][CH:17]=6)=[CH:21][CH:22]=[CH:23][C:24]=5[CH2:33][CH2:32]4)[CH2:27][CH2:28][CH2:29]3)=[O:12])=[CH:9][C:4]=2[N:3]=[CH:2]1. The yield is 0.170. (3) The catalyst is C1COCC1. The product is [C:43]([CH2:42][C@@:18]1([C:27]([O:29][CH3:30])=[O:28])[CH2:17][CH2:16][C@H:15]([C:11]2[CH:12]=[CH:13][CH:14]=[C:9]([O:8][CH2:7][C:1]3[CH:6]=[CH:5][CH:4]=[CH:3][CH:2]=3)[CH:10]=2)[N:19]1[C:20]([O:22][C:23]([CH3:26])([CH3:25])[CH3:24])=[O:21])#[N:44]. The reactants are [C:1]1([CH2:7][O:8][C:9]2[CH:10]=[C:11]([C@@H:15]3[N:19]([C:20]([O:22][C:23]([CH3:26])([CH3:25])[CH3:24])=[O:21])[C@H:18]([C:27]([O:29][CH3:30])=[O:28])[CH2:17][CH2:16]3)[CH:12]=[CH:13][CH:14]=2)[CH:6]=[CH:5][CH:4]=[CH:3][CH:2]=1.[Li+].C[Si]([N-][Si](C)(C)C)(C)C.Br[CH2:42][C:43]#[N:44]. The yield is 0.540.